Dataset: Reaction yield outcomes from USPTO patents with 853,638 reactions. Task: Predict the reaction yield, written as a fraction of the theoretical maximum amount of product (1.0 means a 100% yield; for example, 0.34 means a 34% yield). (1) The reactants are [NH:1]1[C:9]2[C:4](=[CH:5][C:6]([CH:10]([C:22]3[CH:27]=[CH:26][CH:25]=[CH:24][CH:23]=3)[C:11]([CH3:21])([CH3:20])[C:12]([NH:14][C:15]3[S:16][CH:17]=[CH:18][N:19]=3)=[O:13])=[CH:7][CH:8]=2)[CH:3]=[CH:2]1.ClS([N:32]=[C:33]=O)(=O)=O.CN(C=O)C. The catalyst is C(#N)C. The product is [C:33]([C:3]1[C:4]2[C:9](=[CH:8][CH:7]=[C:6]([CH:10]([C:22]3[CH:23]=[CH:24][CH:25]=[CH:26][CH:27]=3)[C:11]([CH3:21])([CH3:20])[C:12]([NH:14][C:15]3[S:16][CH:17]=[CH:18][N:19]=3)=[O:13])[CH:5]=2)[NH:1][CH:2]=1)#[N:32]. The yield is 0.410. (2) The reactants are C(OC([N:8]1[CH2:13][CH2:12][C:11]2[N:14]([CH3:32])[C:15]([C:17]3[CH:22]=[CH:21][N:20]=[C:19](/[CH:23]=[CH:24]/[C:25]4[CH:30]=[CH:29][CH:28]=[C:27]([Cl:31])[CH:26]=4)[N:18]=3)=[CH:16][C:10]=2[C:9]1=[O:33])=O)(C)(C)C. The catalyst is Cl.O1CCOCC1. The product is [Cl:31][C:27]1[CH:26]=[C:25](/[CH:24]=[CH:23]/[C:19]2[N:18]=[C:17]([C:15]3[N:14]([CH3:32])[C:11]4[CH2:12][CH2:13][NH:8][C:9](=[O:33])[C:10]=4[CH:16]=3)[CH:22]=[CH:21][N:20]=2)[CH:30]=[CH:29][CH:28]=1. The yield is 0.380. (3) The reactants are [CH3:1][N:2]([CH3:20])[C:3]([C:5]1[N:14]([CH:15]2[CH2:19][CH2:18][CH2:17][CH2:16]2)[C:8]2[N:9]=[C:10](Cl)[N:11]=[CH:12][C:7]=2[CH:6]=1)=[O:4].[C:21]([O:25][C:26]([N:28]1[CH:33]2[CH2:34][CH2:35][CH:29]1[CH2:30][N:31]([C:36]1[CH:37]=[N:38][C:39]([NH2:42])=[CH:40][CH:41]=1)[CH2:32]2)=[O:27])([CH3:24])([CH3:23])[CH3:22]. No catalyst specified. The product is [C:21]([O:25][C:26]([N:28]1[CH:29]2[CH2:35][CH2:34][CH:33]1[CH2:32][N:31]([C:36]1[CH:37]=[N:38][C:39]([NH:42][C:10]3[N:11]=[CH:12][C:7]4[CH:6]=[C:5]([C:3](=[O:4])[N:2]([CH3:20])[CH3:1])[N:14]([CH:15]5[CH2:19][CH2:18][CH2:17][CH2:16]5)[C:8]=4[N:9]=3)=[CH:40][CH:41]=1)[CH2:30]2)=[O:27])([CH3:24])([CH3:22])[CH3:23]. The yield is 0.510.